Dataset: NCI-60 drug combinations with 297,098 pairs across 59 cell lines. Task: Regression. Given two drug SMILES strings and cell line genomic features, predict the synergy score measuring deviation from expected non-interaction effect. (1) Drug 1: C1=NC2=C(N1)C(=S)N=C(N2)N. Drug 2: CCN(CC)CCCC(C)NC1=C2C=C(C=CC2=NC3=C1C=CC(=C3)Cl)OC. Cell line: MCF7. Synergy scores: CSS=35.9, Synergy_ZIP=-4.20, Synergy_Bliss=-1.95, Synergy_Loewe=-1.25, Synergy_HSA=1.01. (2) Drug 1: CC(C)(C#N)C1=CC(=CC(=C1)CN2C=NC=N2)C(C)(C)C#N. Drug 2: CN(CCCl)CCCl.Cl. Cell line: OVCAR-4. Synergy scores: CSS=4.48, Synergy_ZIP=-1.13, Synergy_Bliss=-0.467, Synergy_Loewe=-0.982, Synergy_HSA=-1.27.